From a dataset of Peptide-MHC class I binding affinity with 185,985 pairs from IEDB/IMGT. Regression. Given a peptide amino acid sequence and an MHC pseudo amino acid sequence, predict their binding affinity value. This is MHC class I binding data. (1) The peptide sequence is NTIDKSSPL. The MHC is HLA-A02:01 with pseudo-sequence HLA-A02:01. The binding affinity (normalized) is 0.364. (2) The peptide sequence is FRRFTQAIY. The binding affinity (normalized) is 0.0847. The MHC is HLA-A23:01 with pseudo-sequence HLA-A23:01. (3) The peptide sequence is WFSQRGGSY. The MHC is HLA-A26:01 with pseudo-sequence HLA-A26:01. The binding affinity (normalized) is 0.290. (4) The peptide sequence is VLPNKVRIFI. The MHC is HLA-A02:01 with pseudo-sequence HLA-A02:01. The binding affinity (normalized) is 0.337. (5) The peptide sequence is AENLWVTVY. The MHC is HLA-A03:01 with pseudo-sequence HLA-A03:01. The binding affinity (normalized) is 0.0121.